Dataset: Full USPTO retrosynthesis dataset with 1.9M reactions from patents (1976-2016). Task: Predict the reactants needed to synthesize the given product. (1) Given the product [OH:12][CH2:11][C:9]1[CH:10]=[CH:1][CH:2]=[C:3]2[C:8]=1[C:7]([CH2:14][OH:13])=[CH:6][CH:5]=[CH:4]2, predict the reactants needed to synthesize it. The reactants are: [CH:1]1[CH:2]=[C:3]2[C:8]3=[C:9]([C:11]([O:13][C:14](=O)[C:7]3=[CH:6][CH:5]=[CH:4]2)=[O:12])[CH:10]=1.CC(C[AlH]CC(C)C)C.Cl. (2) The reactants are: C(OC([NH:8][CH:9]1[CH2:14][CH2:13][N:12]([C:15]2[CH:20]=[CH:19][N:18]=[CH:17][N:16]=2)[CH:11](C)[CH2:10]1)=O)(C)(C)C.F[C:23](F)(F)C(O)=O. Given the product [NH2:8][C:9]1([CH3:23])[CH2:10][CH2:11][N:12]([C:15]2[CH:20]=[CH:19][N:18]=[CH:17][N:16]=2)[CH2:13][CH2:14]1, predict the reactants needed to synthesize it. (3) Given the product [OH:2][C:3]1[CH:11]=[CH:10][C:9]2[N:8]3[CH2:12][CH2:13][CH2:14][N:15]=[C:7]3[C:6](=[O:16])[C:5]=2[CH:4]=1, predict the reactants needed to synthesize it. The reactants are: C[O:2][C:3]1[CH:11]=[CH:10][C:9]2[N:8]3[CH2:12][CH2:13][CH2:14][N:15]=[C:7]3[C:6]3(OCCC[O:16]3)[C:5]=2[CH:4]=1.B(Br)(Br)Br.[NH4+].[OH-]. (4) Given the product [Cl:38][C:35]1[S:34][C:33]([C:30]2[CH:29]=[C:28]([CH2:27][N:9]3[C:8]4[CH:24]=[CH:25][C:5]([C:3]([OH:2])=[O:4])=[CH:6][C:7]=4[N:11]=[C:10]3[C:12](=[O:23])[NH:13][CH:14]3[CH2:19][CH2:18][N:17]([CH:20]4[CH2:22][CH2:21]4)[CH2:16][CH2:15]3)[O:32][N:31]=2)=[CH:37][CH:36]=1.[Cl:38][C:35]1[S:34][C:33]([C:30]2[CH:29]=[C:28]([CH2:27][N:11]3[C:7]4[CH:6]=[C:5]([C:3]([OH:2])=[O:4])[CH:25]=[CH:24][C:8]=4[N:9]=[C:10]3[C:12](=[O:23])[NH:13][CH:14]3[CH2:15][CH2:16][N:17]([CH:20]4[CH2:21][CH2:22]4)[CH2:18][CH2:19]3)[O:32][N:31]=2)=[CH:37][CH:36]=1, predict the reactants needed to synthesize it. The reactants are: C[O:2][C:3]([C:5]1[CH:25]=[CH:24][C:8]2[NH:9][C:10]([C:12](=[O:23])[NH:13][CH:14]3[CH2:19][CH2:18][N:17]([CH:20]4[CH2:22][CH2:21]4)[CH2:16][CH2:15]3)=[N:11][C:7]=2[CH:6]=1)=[O:4].Br[CH2:27][C:28]1[O:32][N:31]=[C:30]([C:33]2[S:34][C:35]([Cl:38])=[CH:36][CH:37]=2)[CH:29]=1.CC#N.O. (5) Given the product [NH:7]1[C:15]2[C:10](=[C:11]([C:16]3[CH:17]=[C:18]([CH2:22][CH2:23][N:25]([CH3:26])[CH3:27])[CH:19]=[CH:20][CH:21]=3)[CH:12]=[CH:13][CH:14]=2)[CH:9]=[CH:8]1, predict the reactants needed to synthesize it. The reactants are: [H-].[H-].[H-].[H-].[Li+].[Al+3].[NH:7]1[C:15]2[C:10](=[C:11]([C:16]3[CH:17]=[C:18]([CH2:22][C:23]([N:25]([CH3:27])[CH3:26])=O)[CH:19]=[CH:20][CH:21]=3)[CH:12]=[CH:13][CH:14]=2)[CH:9]=[CH:8]1. (6) The reactants are: CO[C:3](=[O:32])[C:4]1[CH:9]=[CH:8][CH:7]=[C:6]([C:10]2([NH:13][C:14]([C:16]3[C:17]4[CH:24]=[N:23][N:22]([C:25]5[CH:30]=[CH:29][C:28]([F:31])=[CH:27][CH:26]=5)[C:18]=4[CH:19]=[N:20][CH:21]=3)=[O:15])[CH2:12][CH2:11]2)[CH:5]=1.[CH3:33][NH2:34].CO. Given the product [CH3:33][NH:34][C:3]([C:4]1[CH:5]=[C:6]([C:10]2([NH:13][C:14]([C:16]3[C:17]4[CH:24]=[N:23][N:22]([C:25]5[CH:26]=[CH:27][C:28]([F:31])=[CH:29][CH:30]=5)[C:18]=4[CH:19]=[N:20][CH:21]=3)=[O:15])[CH2:11][CH2:12]2)[CH:7]=[CH:8][CH:9]=1)=[O:32], predict the reactants needed to synthesize it. (7) Given the product [CH2:1]([C:2]1([CH2:16][NH2:17])[C:15]2[CH:14]=[CH:13][CH:12]=[CH:11][C:10]=2[O:9][C:8]2[C:3]1=[CH:4][CH:5]=[CH:6][CH:7]=2)[CH2:24][C:18]1[CH:23]=[CH:22][CH:21]=[CH:20][CH:19]=1, predict the reactants needed to synthesize it. The reactants are: [CH3:1][C:2]1([CH2:16][NH2:17])[C:15]2[CH:14]=[CH:13][CH:12]=[CH:11][C:10]=2[O:9][C:8]2[C:3]1=[CH:4][CH:5]=[CH:6][CH:7]=2.[C:18]1([CH2:24]CBr)[CH:23]=[CH:22][CH:21]=[CH:20][CH:19]=1.